Task: Regression. Given a peptide amino acid sequence and an MHC pseudo amino acid sequence, predict their binding affinity value. This is MHC class II binding data.. Dataset: Peptide-MHC class II binding affinity with 134,281 pairs from IEDB (1) The MHC is DRB5_0101 with pseudo-sequence DRB5_0101. The peptide sequence is KVEFTGDLVVKALGA. The binding affinity (normalized) is 0.584. (2) The peptide sequence is EIYEDVTFQQKVL. The MHC is HLA-DPA10301-DPB10402 with pseudo-sequence HLA-DPA10301-DPB10402. The binding affinity (normalized) is 0.204.